Dataset: Reaction yield outcomes from USPTO patents with 853,638 reactions. Task: Predict the reaction yield, written as a fraction of the theoretical maximum amount of product (1.0 means a 100% yield; for example, 0.34 means a 34% yield). The reactants are [C:1]1([CH2:7][N:8]2[CH2:14][C:13](=O)[C:10]3([CH2:12][CH2:11]3)[C:9]2=[O:16])[CH:6]=[CH:5][CH:4]=[CH:3][CH:2]=1.C([O-])(=O)C.[Na+].Cl.[CH3:23][O:24][NH2:25]. The catalyst is CO.C(Cl)Cl. The product is [CH3:23][O:24]/[N:25]=[C:13]1\[CH2:14][N:8]([CH2:7][C:1]2[CH:6]=[CH:5][CH:4]=[CH:3][CH:2]=2)[C:9](=[O:16])[C:10]2\1[CH2:12][CH2:11]2. The yield is 0.950.